From a dataset of Catalyst prediction with 721,799 reactions and 888 catalyst types from USPTO. Predict which catalyst facilitates the given reaction. (1) Reactant: [CH2:1]([O:3][C:4](=[O:58])[CH2:5][N:6]([C:8](=[O:57])[C@@H:9]([NH:25][C:26](=[O:56])[C@@H:27]([NH:52][C:53](=[O:55])[CH3:54])[CH2:28][CH2:29][CH2:30][NH:31]/[C:32](/[NH2:51])=[N:33]\[S:34]([C:37]1[C:38]([CH3:50])=[C:39]([CH3:49])[C:40]2[O:44][C:43]([CH3:46])([CH3:45])[CH2:42][C:41]=2[C:47]=1[CH3:48])(=[O:36])=[O:35])[CH2:10][N:11]([CH3:24])S(C1C=CC=CC=1[N+]([O-])=O)(=O)=O)[CH3:7])[CH3:2].C([O-])([O-])=O.[K+].[K+].SCC(CO)O. Product: [CH2:1]([O:3][C:4](=[O:58])[CH2:5][N:6]([C:8](=[O:57])[C@@H:9]([NH:25][C:26](=[O:56])[C@@H:27]([NH:52][C:53](=[O:55])[CH3:54])[CH2:28][CH2:29][CH2:30][NH:31]/[C:32](/[NH2:51])=[N:33]\[S:34]([C:37]1[C:38]([CH3:50])=[C:39]([CH3:49])[C:40]2[O:44][C:43]([CH3:46])([CH3:45])[CH2:42][C:41]=2[C:47]=1[CH3:48])(=[O:36])=[O:35])[CH2:10][NH:11][CH3:24])[CH3:7])[CH3:2]. The catalyst class is: 3. (2) Reactant: [OH-].[K+].[Cl:3][C:4]1[C:9]([O:10][CH3:11])=[CH:8][C:7]([O:12][CH3:13])=[CH:6][C:5]=1[NH:14]C(=O)C. The catalyst class is: 88. Product: [Cl:3][C:4]1[C:9]([O:10][CH3:11])=[CH:8][C:7]([O:12][CH3:13])=[CH:6][C:5]=1[NH2:14]. (3) Reactant: [Cl:1][C:2]1[N:6]2[CH:7]=[C:8]([C:15]3[N:16]([C:20]([O:22][C:23]([CH3:26])([CH3:25])[CH3:24])=[O:21])[CH:17]=[CH:18][CH:19]=3)[CH:9]=[C:10]([C:11]([F:14])([F:13])[F:12])[C:5]2=[N:4][C:3]=1[C:27](O)=[O:28].Cl.[NH:31]1[CH2:36][CH2:35][CH:34]([N:37]2[CH2:41][CH2:40][O:39][C:38]2=[O:42])[CH2:33][CH2:32]1.CCN(C(C)C)C(C)C.CN(C(ON1N=NC2C=CC=NC1=2)=[N+](C)C)C.F[P-](F)(F)(F)(F)F. Product: [Cl:1][C:2]1[N:6]2[CH:7]=[C:8]([C:15]3[N:16]([C:20]([O:22][C:23]([CH3:24])([CH3:26])[CH3:25])=[O:21])[CH:17]=[CH:18][CH:19]=3)[CH:9]=[C:10]([C:11]([F:12])([F:13])[F:14])[C:5]2=[N:4][C:3]=1[C:27]([N:31]1[CH2:32][CH2:33][CH:34]([N:37]2[CH2:41][CH2:40][O:39][C:38]2=[O:42])[CH2:35][CH2:36]1)=[O:28]. The catalyst class is: 31. (4) Reactant: [C:1]([O:5][C:6]([N:8](C(OC(C)(C)C)=O)[C:9]1[N:10]=[CH:11][S:12][C:13]=1[C:14]([O:16]C)=[O:15])=[O:7])([CH3:4])([CH3:3])[CH3:2].[OH-].[Na+]. Product: [C:1]([O:5][C:6]([NH:8][C:9]1[N:10]=[CH:11][S:12][C:13]=1[C:14]([OH:16])=[O:15])=[O:7])([CH3:4])([CH3:2])[CH3:3]. The catalyst class is: 199. (5) Reactant: C([O:3][C:4]([C:6]1[CH:10]=[C:9]([C:11]2[N:15]3[C:16]4[C:21]([N:22]=[C:23]([NH:24][CH2:25][CH2:26][CH2:27][OH:28])[C:14]3=[N:13][CH:12]=2)=[CH:20][C:19]([C:29]([F:32])([F:31])[F:30])=[CH:18][CH:17]=4)[NH:8][N:7]=1)=O)C.[H-].[H-].[H-].[H-].[Li+].[Al+3].O1CCOCC1. Product: [OH:3][CH2:4][C:6]1[CH:10]=[C:9]([C:11]2[N:15]3[C:16]4[C:21]([N:22]=[C:23]([NH:24][CH2:25][CH2:26][CH2:27][OH:28])[C:14]3=[N:13][CH:12]=2)=[CH:20][C:19]([C:29]([F:30])([F:32])[F:31])=[CH:18][CH:17]=4)[NH:8][N:7]=1. The catalyst class is: 1. (6) Reactant: [CH3:1][C:2]1[N:3]=[C:4]2[N:8]([C:9](=[O:21])[C:10]=1[C:11]1[CH:16]=[CH:15][C:14]([C:17]([F:20])([F:19])[F:18])=[CH:13][CH:12]=1)[C:7]1[CH:22]=[CH:23][CH:24]=[CH:25][C:6]=1[S:5]2.[CH3:26][O:27][CH2:28][CH2:29][O:30][C:31]1[C:38]([O:39][CH3:40])=[CH:37][CH:36]=[CH:35][C:32]=1[CH:33]=O.[O-]CC.[Na+]. Product: [CH3:26][O:27][CH2:28][CH2:29][O:30][C:31]1[C:38]([O:39][CH3:40])=[CH:37][CH:36]=[CH:35][C:32]=1/[CH:33]=[CH:1]/[C:2]1[N:3]=[C:4]2[S:5][C:6]3[CH:25]=[CH:24][CH:23]=[CH:22][C:7]=3[N:8]2[C:9](=[O:21])[C:10]=1[C:11]1[CH:12]=[CH:13][C:14]([C:17]([F:18])([F:19])[F:20])=[CH:15][CH:16]=1. The catalyst class is: 8. (7) Product: [Br:1][C:2]1[CH:3]=[C:4]([C:12]2[CH:13]=[CH:14][C:15]([CH2:18][N:19]([CH3:32])[C:20]([C:22]3[C:30]4[C:25](=[CH:26][CH:27]=[CH:28][CH:29]=4)[N:24]([CH3:31])[CH:23]=3)=[O:21])=[CH:16][CH:17]=2)[CH:5]=[CH:6][C:7]=1[O:8][CH2:9][C:10]1[NH:35][N:34]=[N:33][N:11]=1. Reactant: [Br:1][C:2]1[CH:3]=[C:4]([C:12]2[CH:17]=[CH:16][C:15]([CH2:18][N:19]([CH3:32])[C:20]([C:22]3[C:30]4[C:25](=[CH:26][CH:27]=[CH:28][CH:29]=4)[N:24]([CH3:31])[CH:23]=3)=[O:21])=[CH:14][CH:13]=2)[CH:5]=[CH:6][C:7]=1[O:8][CH2:9][C:10]#[N:11].[N-:33]=[N+:34]=[N-:35].[Na+].[Cl-].[NH4+].[OH-].[Na+]. The catalyst class is: 18.